This data is from Full USPTO retrosynthesis dataset with 1.9M reactions from patents (1976-2016). The task is: Predict the reactants needed to synthesize the given product. (1) Given the product [Br:1][C:2]1[CH:3]=[C:4]2[C:8](=[CH:9][CH:10]=1)[N:7]([S:11]([C:14]1[CH:19]=[CH:18][CH:17]=[CH:16][CH:15]=1)(=[O:13])=[O:12])[C:6]([C:20]([O:22][CH2:23][CH3:24])=[O:21])=[C:5]2[S:25]([NH:39][CH2:38][CH2:37][NH:36][C:29]([O:31][C:32]([CH3:35])([CH3:34])[CH3:33])=[O:30])(=[O:27])=[O:26], predict the reactants needed to synthesize it. The reactants are: [Br:1][C:2]1[CH:3]=[C:4]2[C:8](=[CH:9][CH:10]=1)[N:7]([S:11]([C:14]1[CH:19]=[CH:18][CH:17]=[CH:16][CH:15]=1)(=[O:13])=[O:12])[C:6]([C:20]([O:22][CH2:23][CH3:24])=[O:21])=[C:5]2[S:25](Cl)(=[O:27])=[O:26].[C:29]([NH:36][CH2:37][CH2:38][NH2:39])([O:31][C:32]([CH3:35])([CH3:34])[CH3:33])=[O:30].C(N(CC)CC)C.CCOC(C)=O. (2) Given the product [C:1]([O:4][CH2:5][C:6]1[CH:7]=[CH:8][C:9]2[O:14][C:13](=[O:15])[C:12]([C:16]([O:18][C:22]3[CH:23]=[CH:24][CH:25]=[CH:26][C:21]=3[I:20])=[O:17])=[CH:11][C:10]=2[CH:19]=1)(=[O:3])[CH3:2], predict the reactants needed to synthesize it. The reactants are: [C:1]([O:4][CH2:5][C:6]1[CH:7]=[CH:8][C:9]2[O:14][C:13](=[O:15])[C:12]([C:16]([OH:18])=[O:17])=[CH:11][C:10]=2[CH:19]=1)(=[O:3])[CH3:2].[I:20][C:21]1[CH:26]=[CH:25][CH:24]=[CH:23][C:22]=1O.N1C=CC=CC=1. (3) Given the product [CH3:1][O:2][C:3](=[O:14])[CH2:4][C:5]1[CH:10]=[CH:9][C:8]([O:11][CH3:12])=[CH:7][C:6]=1[C:16]#[N:17], predict the reactants needed to synthesize it. The reactants are: [CH3:1][O:2][C:3](=[O:14])[CH2:4][C:5]1[CH:10]=[CH:9][C:8]([O:11][CH3:12])=[CH:7][C:6]=1Br.[Cu][C:16]#[N:17]. (4) The reactants are: [CH:1]1([CH:4](O)[C:5]([O:7][CH3:8])=[O:6])[CH2:3][CH2:2]1.CCN(S(F)(F)[F:16])CC.O. Given the product [CH:1]1([CH:4]([F:16])[C:5]([O:7][CH3:8])=[O:6])[CH2:3][CH2:2]1, predict the reactants needed to synthesize it. (5) Given the product [NH2:5][C@@H:9]([C:29]1[CH:34]=[CH:33][CH:32]=[CH:31][CH:30]=1)[C:10]([NH:12][CH2:13][CH2:14][CH2:15][CH2:16][NH:17][S:18]([C:21]1[CH:26]=[CH:25][C:24]([F:27])=[CH:23][C:22]=1[Cl:28])(=[O:19])=[O:20])=[O:11], predict the reactants needed to synthesize it. The reactants are: CC([N:5]([C@@H:9]([C:29]1[CH:34]=[CH:33][CH:32]=[CH:31][CH:30]=1)[C:10]([NH:12][CH2:13][CH2:14][CH2:15][CH2:16][NH:17][S:18]([C:21]1[CH:26]=[CH:25][C:24]([F:27])=[CH:23][C:22]=1[Cl:28])(=[O:20])=[O:19])=[O:11])C(=O)[O-])(C)C.Cl.C(OCC)C.